This data is from Catalyst prediction with 721,799 reactions and 888 catalyst types from USPTO. The task is: Predict which catalyst facilitates the given reaction. (1) Reactant: Cl[C:2]1[C:7]([CH:8]([CH2:13][CH2:14][CH3:15])[C:9]([O:11][CH3:12])=[O:10])=[C:6]([CH3:16])[N:5]=[C:4]([N:17]2[CH2:22][CH2:21][CH2:20][CH2:19][CH2:18]2)[N:3]=1.C(N(CC)C(C)C)(C)C.[F:32][C:33]1[CH:38]=[C:37]([O:39][CH3:40])[CH:36]=[CH:35][C:34]=1B(O)O. Product: [F:32][C:33]1[CH:38]=[C:37]([O:39][CH3:40])[CH:36]=[CH:35][C:34]=1[C:2]1[C:7]([CH:8]([CH2:13][CH2:14][CH3:15])[C:9]([O:11][CH3:12])=[O:10])=[C:6]([CH3:16])[N:5]=[C:4]([N:17]2[CH2:22][CH2:21][CH2:20][CH2:19][CH2:18]2)[N:3]=1. The catalyst class is: 659. (2) Reactant: Cl.Cl.[NH2:3][C@@H:4]1[C:18](=[O:19])[N:17]2[CH2:20][C@H:21]([O:23][C:24]3[C:33]4[C:28](=[C:29]([CH3:36])[C:30]([O:34][CH3:35])=[CH:31][CH:32]=4)[N:27]=[C:26]([C:37]4[S:38][CH:39]=[C:40]([CH:42]([CH3:44])[CH3:43])[N:41]=4)[CH:25]=3)[CH2:22][C@H:16]2[C:15](=[O:45])[NH:14][C@:13]2([C:47]([NH:49][S:50]([CH:53]3[CH2:55][CH2:54]3)(=[O:52])=[O:51])=[O:48])[CH2:46][C@H:12]2[CH:11]=[CH:10][CH2:9][CH2:8][CH2:7][CH2:6][CH2:5]1.C(N(CC)C(C)C)(C)C.Cl[C:66](Cl)([O:68]C(=O)OC(Cl)(Cl)Cl)Cl.[NH:77]1[CH2:82][CH2:81][CH:80]([CH2:83][OH:84])[CH2:79][CH2:78]1. Product: [CH:53]1([S:50]([NH:49][C:47]([C@@:13]23[CH2:46][C@H:12]2[CH:11]=[CH:10][CH2:9][CH2:8][CH2:7][CH2:6][CH2:5][C@H:4]([NH:3][C:66]([N:77]2[CH2:82][CH2:81][CH:80]([CH2:83][OH:84])[CH2:79][CH2:78]2)=[O:68])[C:18](=[O:19])[N:17]2[CH2:20][C@H:21]([O:23][C:24]4[C:33]5[C:28](=[C:29]([CH3:36])[C:30]([O:34][CH3:35])=[CH:31][CH:32]=5)[N:27]=[C:26]([C:37]5[S:38][CH:39]=[C:40]([CH:42]([CH3:43])[CH3:44])[N:41]=5)[CH:25]=4)[CH2:22][C@H:16]2[C:15](=[O:45])[NH:14]3)=[O:48])(=[O:51])=[O:52])[CH2:54][CH2:55]1. The catalyst class is: 68. (3) Reactant: [CH3:1][CH:2]1[NH:6][CH2:5][C:4]2([CH2:11][CH2:10][N:9]([CH3:12])[CH2:8][CH2:7]2)[S:3]1.C(N(CC)CC)C.[C:20](Cl)(=[O:28])[CH:21]([CH2:25][CH2:26][CH3:27])[CH2:22][CH2:23][CH3:24]. Product: [CH3:1][CH:2]1[N:6]([C:20](=[O:28])[CH:21]([CH2:25][CH2:26][CH3:27])[CH2:22][CH2:23][CH3:24])[CH2:5][C:4]2([CH2:11][CH2:10][N:9]([CH3:12])[CH2:8][CH2:7]2)[S:3]1. The catalyst class is: 4. (4) Reactant: [CH2:1]([OH:4])[CH2:2][CH3:3].CC(C)([O-])C.[K+].Cl[C:12]1[C:17]([C:18]#[N:19])=[C:16]([C:20]2[CH:25]=[CH:24][CH:23]=[CH:22][CH:21]=2)[C:15]([C:26]#[N:27])=[C:14]([S:28][CH2:29][C:30]2[N:31]=[C:32]([C:35]3[CH:40]=[CH:39][C:38]([Cl:41])=[CH:37][CH:36]=3)[S:33][CH:34]=2)[N:13]=1. Product: [Cl:41][C:38]1[CH:37]=[CH:36][C:35]([C:32]2[S:33][CH:34]=[C:30]([CH2:29][S:28][C:14]3[C:15]([C:26]#[N:27])=[C:16]([C:20]4[CH:25]=[CH:24][CH:23]=[CH:22][CH:21]=4)[C:17]([C:18]#[N:19])=[C:12]([O:4][CH2:1][CH2:2][CH3:3])[N:13]=3)[N:31]=2)=[CH:40][CH:39]=1. The catalyst class is: 3.